Dataset: NCI-60 drug combinations with 297,098 pairs across 59 cell lines. Task: Regression. Given two drug SMILES strings and cell line genomic features, predict the synergy score measuring deviation from expected non-interaction effect. (1) Drug 1: CCCS(=O)(=O)NC1=C(C(=C(C=C1)F)C(=O)C2=CNC3=C2C=C(C=N3)C4=CC=C(C=C4)Cl)F. Drug 2: C(CN)CNCCSP(=O)(O)O. Cell line: RXF 393. Synergy scores: CSS=-6.75, Synergy_ZIP=-2.87, Synergy_Bliss=-9.96, Synergy_Loewe=-17.5, Synergy_HSA=-9.67. (2) Drug 1: CC1=C2C(C(=O)C3(C(CC4C(C3C(C(C2(C)C)(CC1OC(=O)C(C(C5=CC=CC=C5)NC(=O)OC(C)(C)C)O)O)OC(=O)C6=CC=CC=C6)(CO4)OC(=O)C)OC)C)OC. Drug 2: CC1CCC2CC(C(=CC=CC=CC(CC(C(=O)C(C(C(=CC(C(=O)CC(OC(=O)C3CCCCN3C(=O)C(=O)C1(O2)O)C(C)CC4CCC(C(C4)OC)OCCO)C)C)O)OC)C)C)C)OC. Cell line: SF-295. Synergy scores: CSS=53.9, Synergy_ZIP=-5.77, Synergy_Bliss=-6.77, Synergy_Loewe=1.37, Synergy_HSA=3.39.